Dataset: Peptide-MHC class I binding affinity with 185,985 pairs from IEDB/IMGT. Task: Regression. Given a peptide amino acid sequence and an MHC pseudo amino acid sequence, predict their binding affinity value. This is MHC class I binding data. The peptide sequence is GPASLPTAL. The MHC is HLA-A26:01 with pseudo-sequence HLA-A26:01. The binding affinity (normalized) is 0.0847.